From a dataset of Reaction yield outcomes from USPTO patents with 853,638 reactions. Predict the reaction yield, written as a fraction of the theoretical maximum amount of product (1.0 means a 100% yield; for example, 0.34 means a 34% yield). (1) The reactants are [CH3:1][N:2]1[CH2:15][CH2:14][C:5]2[NH:6][C:7]3[CH:8]=[CH:9][C:10]([CH3:13])=[CH:11][C:12]=3[C:4]=2[CH2:3]1.C(=O)([O-])[O-].[K+].[K+].N1C2C(=CC=C3C=2N=CC=C3)C=CC=1.Br[C:37]#[C:38][Si:39]([CH:46]([CH3:48])[CH3:47])([CH:43]([CH3:45])[CH3:44])[CH:40]([CH3:42])[CH3:41]. The catalyst is C1(C)C=CC=CC=1.O.S([O-])([O-])(=O)=O.[Cu+2]. The product is [CH3:1][N:2]1[CH2:15][CH2:14][C:5]2[N:6]([C:37]#[C:38][Si:39]([CH:40]([CH3:42])[CH3:41])([CH:46]([CH3:48])[CH3:47])[CH:43]([CH3:45])[CH3:44])[C:7]3[CH:8]=[CH:9][C:10]([CH3:13])=[CH:11][C:12]=3[C:4]=2[CH2:3]1. The yield is 0.500. (2) The reactants are [Cl:1][C:2]1[CH:11]=[C:10]([C:12](Cl)=[O:13])[C:9]2[C:4](=[CH:5][CH:6]=[CH:7][CH:8]=2)[N:3]=1.[CH2:15]([N:17](CC)[CH2:18]C)C.Cl.CNC. The catalyst is C(Cl)(Cl)Cl. The product is [CH3:15][N:17]([CH3:18])[C:12]([C:10]1[C:9]2[C:4](=[CH:5][CH:6]=[CH:7][CH:8]=2)[N:3]=[C:2]([Cl:1])[CH:11]=1)=[O:13]. The yield is 0.400. (3) The reactants are [NH2:1][C:2]1[CH:7]=[CH:6][C:5]([OH:8])=[CH:4][CH:3]=1.[CH3:9][C:10]([CH3:16])([CH3:15])[CH2:11][C:12](Cl)=[O:13].N1C=CC=CC=1. The catalyst is ClCCl. The product is [OH:8][C:5]1[CH:6]=[CH:7][C:2]([NH:1][C:12](=[O:13])[CH2:11][C:10]([CH3:16])([CH3:15])[CH3:9])=[CH:3][CH:4]=1. The yield is 0.310. (4) The reactants are [CH2:1]([O:3][CH:4]([O:8][CH2:9][CH3:10])[C@@H:5]([NH2:7])[CH3:6])[CH3:2].Br[CH2:12][C:13]1[C:18]2[N:19]=[C:20]([N:22](C(OC(C)(C)C)=O)[C:23]([O:25][C:26]([CH3:29])([CH3:28])[CH3:27])=[O:24])[S:21][C:17]=2[CH:16]=[CH:15][CH:14]=1.C(=O)([O-])[O-].[K+].[K+]. The catalyst is C(#N)C. The product is [CH2:1]([O:3][CH:4]([O:8][CH2:9][CH3:10])[C@@H:5]([NH:7][CH2:12][C:13]1[C:18]2[N:19]=[C:20]([NH:22][C:23](=[O:24])[O:25][C:26]([CH3:28])([CH3:27])[CH3:29])[S:21][C:17]=2[CH:16]=[CH:15][CH:14]=1)[CH3:6])[CH3:2]. The yield is 0.710. (5) The reactants are [C:1]([NH:4][CH2:5][C:6]1[CH:15]=[CH:14][C:13]2[C:8](=[CH:9][CH:10]=[C:11]([CH2:16][C:17]3[CH:18]=[C:19]([CH:24]=[CH:25][N:26]=3)[C:20]([O:22]C)=O)[CH:12]=2)[N:7]=1)(=[O:3])[CH3:2].O[Li].O.Cl.[Cl:31][C:32]1[C:40]2[C:35](=[CH:36][C:37]([F:43])=[C:38](NC)[CH:39]=2)[NH:34][CH:33]=1.C1C=CC2N(O)N=[N:50][C:48]=2C=1.CCN=C=NCCCN(C)C.CCN(CC)CC. The catalyst is C1COCC1.CN(C=O)C.O. The product is [C:1]([NH:4][CH2:5][C:6]1[CH:15]=[CH:14][C:13]2[C:8](=[CH:9][CH:10]=[C:11]([CH2:16][C:17]3[CH:18]=[C:19]([CH:24]=[CH:25][N:26]=3)[C:20]([NH:50][CH2:48][C:38]3[CH:39]=[C:40]4[C:35](=[CH:36][C:37]=3[F:43])[NH:34][CH:33]=[C:32]4[Cl:31])=[O:22])[CH:12]=2)[N:7]=1)(=[O:3])[CH3:2]. The yield is 0.102. (6) The reactants are [F:1][C:2]1[CH:7]=[CH:6][CH:5]=[C:4]([F:8])[C:3]=1[NH:9][NH2:10].F[C:12]1[N:19]=[CH:18][CH:17]=[C:16]([I:20])[C:13]=1[CH:14]=O. The catalyst is CN1C(=O)CCC1. The product is [F:1][C:2]1[CH:7]=[CH:6][CH:5]=[C:4]([F:8])[C:3]=1[N:9]1[C:12]2=[N:19][CH:18]=[CH:17][C:16]([I:20])=[C:13]2[CH:14]=[N:10]1. The yield is 1.00. (7) The reactants are Cl.[F:2][C:3]1[CH:4]=[C:5]([CH:44]=[CH:45][CH:46]=1)[CH2:6][N:7]1[CH:11]=[C:10]([C:12]2[C:20]3[C:15](=[N:16][CH:17]=[C:18]([C:21]4[CH:26]=[CH:25][CH:24]=[C:23]([CH2:27][CH:28]5[CH2:33][CH2:32][NH:31][CH2:30][CH2:29]5)[CH:22]=4)[CH:19]=3)[N:14]([S:34]([C:37]3[CH:43]=[CH:42][C:40]([CH3:41])=[CH:39][CH:38]=3)(=[O:36])=[O:35])[CH:13]=2)[CH:9]=[N:8]1.Cl[CH2:48][C:49]([NH2:51])=[O:50].C(=O)(O)[O-].[Na+]. The catalyst is CC(C)=O.C(O)C. The product is [F:2][C:3]1[CH:4]=[C:5]([CH:44]=[CH:45][CH:46]=1)[CH2:6][N:7]1[CH:11]=[C:10]([C:12]2[C:20]3[C:15](=[N:16][CH:17]=[C:18]([C:21]4[CH:22]=[C:23]([CH:24]=[CH:25][CH:26]=4)[CH2:27][CH:28]4[CH2:29][CH2:30][N:31]([CH2:48][C:49]([NH2:51])=[O:50])[CH2:32][CH2:33]4)[CH:19]=3)[N:14]([S:34]([C:37]3[CH:38]=[CH:39][C:40]([CH3:41])=[CH:42][CH:43]=3)(=[O:35])=[O:36])[CH:13]=2)[CH:9]=[N:8]1. The yield is 0.390. (8) The reactants are [NH:1]1[CH2:6][CH2:5][CH:4]([OH:7])[CH2:3][CH2:2]1.C(=O)([O-])[O-].[K+].[K+].F[C:15]1[CH:20]=[CH:19][C:18]([N+:21]([O-:23])=[O:22])=[C:17]([O:24][CH3:25])[CH:16]=1.O. The catalyst is CN(C)C=O. The product is [CH3:25][O:24][C:17]1[CH:16]=[C:15]([N:1]2[CH2:6][CH2:5][CH:4]([OH:7])[CH2:3][CH2:2]2)[CH:20]=[CH:19][C:18]=1[N+:21]([O-:23])=[O:22]. The yield is 0.890. (9) The reactants are [CH:1]([C:3]1[CH:11]=[CH:10][C:6]([C:7]([OH:9])=[O:8])=[CH:5][CH:4]=1)=[O:2].Br[CH2:13][CH2:14][CH2:15][CH2:16][CH2:17][CH3:18].C(=O)([O-])[O-].[K+].[K+]. The catalyst is CN(C=O)C. The product is [CH:1]([C:3]1[CH:11]=[CH:10][C:6]([C:7]([O:9][CH2:13][CH2:14][CH2:15][CH2:16][CH2:17][CH3:18])=[O:8])=[CH:5][CH:4]=1)=[O:2]. The yield is 0.800.